This data is from Forward reaction prediction with 1.9M reactions from USPTO patents (1976-2016). The task is: Predict the product of the given reaction. (1) Given the reactants [Cl:1][C:2]1[N:3]=[C:4]([N:13]2[CH2:18][CH2:17][O:16][CH2:15][CH2:14]2)[C:5]2[S:10][C:9]([CH:11]=[O:12])=[CH:8][C:6]=2[N:7]=1.[BH4-].[Na+], predict the reaction product. The product is: [Cl:1][C:2]1[N:3]=[C:4]([N:13]2[CH2:14][CH2:15][O:16][CH2:17][CH2:18]2)[C:5]2[S:10][C:9]([CH2:11][OH:12])=[CH:8][C:6]=2[N:7]=1. (2) Given the reactants [C:1]([O:5][C:6]([N:8]1[C@@H:12]([C@@H:13]([OH:25])[C@@H:14]([NH2:24])[CH2:15][C:16]2[CH:21]=[C:20]([F:22])[CH:19]=[C:18]([F:23])[CH:17]=2)[CH2:11][O:10][C:9]1([CH3:27])[CH3:26])=[O:7])([CH3:4])([CH3:3])[CH3:2].C(N(CC)CC)C.[C:35](OC(=O)C)(=[O:37])[CH3:36], predict the reaction product. The product is: [C:1]([O:5][C:6]([N:8]1[C@@H:12]([C@@H:13]([OH:25])[C@@H:14]([NH:24][C:35](=[O:37])[CH3:36])[CH2:15][C:16]2[CH:17]=[C:18]([F:23])[CH:19]=[C:20]([F:22])[CH:21]=2)[CH2:11][O:10][C:9]1([CH3:27])[CH3:26])=[O:7])([CH3:4])([CH3:2])[CH3:3]. (3) Given the reactants [CH2:1]([N:8]1[CH2:12][C@H:11]([O:13][Si](C(C)(C)C)(C)C)[C@H:10]([NH:21][C:22](=[O:28])[O:23][C:24]([CH3:27])([CH3:26])[CH3:25])[CH2:9]1)[C:2]1[CH:7]=[CH:6][CH:5]=[CH:4][CH:3]=1.CCCC[N+](CCCC)(CCCC)CCCC.[F-], predict the reaction product. The product is: [CH2:1]([N:8]1[CH2:12][C@H:11]([OH:13])[C@H:10]([NH:21][C:22](=[O:28])[O:23][C:24]([CH3:26])([CH3:25])[CH3:27])[CH2:9]1)[C:2]1[CH:3]=[CH:4][CH:5]=[CH:6][CH:7]=1. (4) Given the reactants [CH3:1][C:2]1[N:3]=[C:4]([NH2:12])[S:5][C:6]=1[CH2:7][C:8]([Cl:11])([Cl:10])[Cl:9].[Cl:13][C:14]1[C:15]([CH3:24])=[C:16]([S:20](Cl)(=[O:22])=[O:21])[CH:17]=[CH:18][CH:19]=1.Cl, predict the reaction product. The product is: [Cl:13][C:14]1[C:15]([CH3:24])=[C:16]([S:20]([NH:12][C:4]2[S:5][C:6]([CH2:7][C:8]([Cl:11])([Cl:9])[Cl:10])=[C:2]([CH3:1])[N:3]=2)(=[O:22])=[O:21])[CH:17]=[CH:18][CH:19]=1. (5) Given the reactants Br[C:2]1[CH:3]=[C:4]2[C:31](=[CH:32][CH:33]=1)[O:30][CH2:29][C:25]1([CH2:28][O:27][CH2:26]1)[C:5]12[CH2:9][O:8][C:7]([N:10]([C:18]([O:20][C:21]([CH3:24])([CH3:23])[CH3:22])=[O:19])[C:11]([O:13][C:14]([CH3:17])([CH3:16])[CH3:15])=[O:12])=[N:6]1.[CH3:34][C:35]1([CH3:51])[C:39]([CH3:41])([CH3:40])[O:38][B:37]([B:37]2[O:38][C:39]([CH3:41])([CH3:40])[C:35]([CH3:51])([CH3:34])[O:36]2)[O:36]1.C([O-])(=O)C.[K+], predict the reaction product. The product is: [CH3:34][C:35]1([CH3:51])[C:39]([CH3:41])([CH3:40])[O:38][B:37]([C:2]2[CH:3]=[C:4]3[C:31](=[CH:32][CH:33]=2)[O:30][CH2:29][C:25]2([CH2:28][O:27][CH2:26]2)[C:5]23[CH2:9][O:8][C:7]([N:10]([C:18]([O:20][C:21]([CH3:24])([CH3:23])[CH3:22])=[O:19])[C:11]([O:13][C:14]([CH3:17])([CH3:16])[CH3:15])=[O:12])=[N:6]2)[O:36]1.